Dataset: Full USPTO retrosynthesis dataset with 1.9M reactions from patents (1976-2016). Task: Predict the reactants needed to synthesize the given product. (1) Given the product [C:20]1([C:23]23[CH2:24][CH2:25][C:26]([NH:31][S:32]([CH:35]4[CH2:37][CH2:36]4)(=[O:33])=[O:34])([CH2:27][CH2:28]2)[CH2:29][CH2:30]3)[N:19]2[C:14]3[CH:13]=[CH:12][NH:11][C:15]=3[N:16]=[CH:17][C:18]2=[N:22][N:21]=1, predict the reactants needed to synthesize it. The reactants are: S([N:11]1[C:15]2[N:16]=[CH:17][C:18]3[N:19]([C:20]([C:23]45[CH2:30][CH2:29][C:26]([NH:31][S:32]([CH:35]6[CH2:37][CH2:36]6)(=[O:34])=[O:33])([CH2:27][CH2:28]4)[CH2:25][CH2:24]5)=[N:21][N:22]=3)[C:14]=2[CH:13]=[CH:12]1)(C1C=CC(C)=CC=1)(=O)=O.[OH-].[Na+].O1CCOCC1. (2) Given the product [NH2:4][C:5]1[CH:14]=[CH:13][C:8]2[C:9]([CH3:12])=[N:10][O:11][C:7]=2[CH:6]=1, predict the reactants needed to synthesize it. The reactants are: C([NH:4][C:5]1[CH:14]=[CH:13][C:8]2[C:9]([CH3:12])=[N:10][O:11][C:7]=2[CH:6]=1)(=O)C.Cl.[OH-].[Na+]. (3) Given the product [CH3:14][N:15]1[C:9](=[O:11])[C:8]2[C:7](=[CH:6][CH:5]=[C:4]([N+:1]([O-:3])=[O:2])[CH:12]=2)[NH:13][C:16]1=[S:17], predict the reactants needed to synthesize it. The reactants are: [N+:1]([C:4]1[CH:12]=[C:8]([C:9]([OH:11])=O)[C:7]([NH2:13])=[CH:6][CH:5]=1)([O-:3])=[O:2].[CH3:14][N:15]=[C:16]=[S:17].C(N(CC)CC)C. (4) Given the product [Cl:13][C:2]1[S:3][C:4]([C:7]2[CH:12]=[CH:11][CH:10]=[CH:9][CH:8]=2)=[CH:5][N:6]=1, predict the reactants needed to synthesize it. The reactants are: N[C:2]1[S:3][C:4]([C:7]2[CH:12]=[CH:11][CH:10]=[CH:9][CH:8]=2)=[CH:5][N:6]=1.[ClH:13].C(O)(=O)C.N([O-])=O.[Na+]. (5) Given the product [O:104]=[CH:103][C@@H:101]([C@H:100]([C@@H:99]([C@@H:98]([CH2:97][OH:96])[OH:107])[OH:11])[OH:105])[OH:102], predict the reactants needed to synthesize it. The reactants are: N[C@H](C(O)=[O:11])CC1C=CC=CC=1.C1C(N)=NC(=O)N([C@@H]2O[C@H](COP(OCCCCCCCCCCCCCCCC(O)=O)(O)=O)[C@@H](O)[C@@H]2O)C=1.CC1(C)S[C@@H]2[C@H](NC([C@H](N)C3C=CC=CC=3)=O)C(=O)N2[C@H]1C(O)=O.C1[C@H](N)[C@@H](O[C@H]2O[C@H](CN)[C@@H](O)[C@H](O)[C@H]2O)[C@H](O)[C@@H]([O:96][C@H:97]2[O:102][C@H:101]([CH2:103][OH:104])[C@@H:100]([OH:105])[C@H:99](N)[C@H:98]2[OH:107])[C@@H]1N.